This data is from CYP1A2 inhibition data for predicting drug metabolism from PubChem BioAssay. The task is: Regression/Classification. Given a drug SMILES string, predict its absorption, distribution, metabolism, or excretion properties. Task type varies by dataset: regression for continuous measurements (e.g., permeability, clearance, half-life) or binary classification for categorical outcomes (e.g., BBB penetration, CYP inhibition). Dataset: cyp1a2_veith. (1) The molecule is Cc1ccc(OCC(=O)NC2=NCCS2)cc1. The result is 1 (inhibitor). (2) The compound is CCOc1ccc(OCCOc2ncnc3ccccc23)cc1. The result is 1 (inhibitor). (3) The molecule is CCOc1cc(NC(=S)Nc2cccc(C)c2)c(OCC)cc1NC(=O)CC(C)C. The result is 1 (inhibitor). (4) The drug is CCC(=S)/C=C1\Sc2ccccc2N1CCCS(=O)(=O)[O-].[Na+]. The result is 0 (non-inhibitor).